Predict the reactants needed to synthesize the given product. From a dataset of Full USPTO retrosynthesis dataset with 1.9M reactions from patents (1976-2016). (1) Given the product [CH2:22]([N:21]([CH2:14][C:15]1[CH:20]=[CH:19][CH:18]=[CH:17][CH:16]=1)[C:11]([CH:8]1[CH2:7][CH2:6][C:5]2([O:1][CH2:2][CH2:3][O:4]2)[CH2:10][CH2:9]1)=[O:13])[C:23]1[CH:28]=[CH:27][CH:26]=[CH:25][CH:24]=1, predict the reactants needed to synthesize it. The reactants are: [O:1]1[C:5]2([CH2:10][CH2:9][CH:8]([C:11]([OH:13])=O)[CH2:7][CH2:6]2)[O:4][CH2:3][CH2:2]1.[CH2:14]([NH:21][CH2:22][C:23]1[CH:28]=[CH:27][CH:26]=[CH:25][CH:24]=1)[C:15]1[CH:20]=[CH:19][CH:18]=[CH:17][CH:16]=1. (2) The reactants are: [Si:1]([O:8][C:9]1[CH:14]=[CH:13][CH:12]=[CH:11][C:10]=1[CH2:15][CH2:16][OH:17])([C:4]([CH3:7])([CH3:6])[CH3:5])([CH3:3])[CH3:2].CC(OI1(OC(C)=O)(OC(C)=O)OC(=O)C2C=CC=CC1=2)=O. Given the product [Si:1]([O:8][C:9]1[CH:14]=[CH:13][CH:12]=[CH:11][C:10]=1[CH2:15][CH:16]=[O:17])([C:4]([CH3:7])([CH3:6])[CH3:5])([CH3:3])[CH3:2], predict the reactants needed to synthesize it. (3) Given the product [CH3:1][NH:2][C:3]([C:5]1[C:6]2[C@@H:7]([OH:27])[C@H:8]([OH:26])[C@@H:9]([C:20]3[CH:25]=[CH:24][CH:23]=[CH:22][CH:21]=3)[NH:10][C:11]=2[C:12]2[N:17]=[C:16]([CH3:18])[N:15]([CH3:19])[C:13]=2[CH:14]=1)=[O:4], predict the reactants needed to synthesize it. The reactants are: [CH3:1][NH:2][C:3]([C:5]1[C:6]2[C:7](=[O:27])[C@H:8]([OH:26])[C@@H:9]([C:20]3[CH:25]=[CH:24][CH:23]=[CH:22][CH:21]=3)[NH:10][C:11]=2[C:12]2[N:17]=[C:16]([CH3:18])[N:15]([CH3:19])[C:13]=2[CH:14]=1)=[O:4].[BH4-].[Na+]. (4) Given the product [O:1]1[C:10]2[C:5](=[CH:6][CH:7]=[C:8]([C:11]([O:13][CH3:14])=[O:12])[CH:9]=2)[CH2:4][CH2:3][CH2:2]1, predict the reactants needed to synthesize it. The reactants are: [O:1]1[C:10]2[C:5](=[CH:6][CH:7]=[C:8]([C:11]([O:13][CH3:14])=[O:12])[CH:9]=2)[CH:4]=[CH:3][CH2:2]1.[H][H]. (5) The reactants are: [CH2:1]([O:8][C:9](=[O:43])[C@@H:10]([NH:35]C(OC(C)(C)C)=O)[CH2:11][C:12]1[CH:17]=[CH:16][C:15]([N:18]2[CH2:22][C:21](=[O:23])[N:20](CC3C=CC(OC)=CC=3)[S:19]2(=[O:34])=[O:33])=[CH:14][CH:13]=1)[C:2]1[CH:7]=[CH:6][CH:5]=[CH:4][CH:3]=1.C([SiH](C)C)(C)(C)C. Given the product [CH2:1]([O:8][C:9](=[O:43])[C@@H:10]([NH2:35])[CH2:11][C:12]1[CH:17]=[CH:16][C:15]([N:18]2[CH2:22][C:21](=[O:23])[NH:20][S:19]2(=[O:34])=[O:33])=[CH:14][CH:13]=1)[C:2]1[CH:3]=[CH:4][CH:5]=[CH:6][CH:7]=1, predict the reactants needed to synthesize it. (6) Given the product [OH:14][NH:13][C:11]([C:9]1[S:10][C:3]2[C:2]([CH3:1])([CH3:21])[CH2:7][N:6]([C:38]([NH:37][C@H:35]([C:29]3[CH:34]=[CH:33][CH:32]=[CH:31][CH:30]=3)[CH3:36])=[O:39])[CH2:5][C:4]=2[CH:8]=1)=[O:12], predict the reactants needed to synthesize it. The reactants are: [CH3:1][C:2]1([CH3:21])[CH2:7][NH:6][CH2:5][C:4]2[CH:8]=[C:9]([C:11]([NH:13][O:14]C3CCCCO3)=[O:12])[S:10][C:3]1=2.C(N(CC)CC)C.[C:29]1([C@@H:35]([N:37]=[C:38]=[O:39])[CH3:36])[CH:34]=[CH:33][CH:32]=[CH:31][CH:30]=1.Cl.O1CCOCC1. (7) Given the product [N:14]1([C:11]2[CH:10]=[C:8]([NH2:9])[C:7]([NH2:4])=[CH:13][CH:12]=2)[CH:18]=[CH:17][CH:16]=[N:15]1, predict the reactants needed to synthesize it. The reactants are: C(O)C.[N+:4]([C:7]1[CH:13]=[CH:12][C:11]([N:14]2[CH:18]=[CH:17][CH:16]=[N:15]2)=[CH:10][C:8]=1[NH2:9])([O-])=O.[Cl-].[NH4+]. (8) Given the product [CH3:31][O:30][C:25]1[CH:26]=[CH:27][CH:28]=[CH:29][C:24]=1[C:22]1[N:13]=[C:12]([C:11]2[C:3]([CH3:2])=[N:4][N:5]3[CH:10]=[CH:9][CH:8]=[CH:7][C:6]=23)[S:14][C:16]=1[C:17]([O:19][CH2:20][CH3:21])=[O:18], predict the reactants needed to synthesize it. The reactants are: Cl.[CH3:2][C:3]1[C:11]([C:12](=[S:14])[NH2:13])=[C:6]2[CH:7]=[CH:8][CH:9]=[CH:10][N:5]2[N:4]=1.Cl[CH:16]([C:22]([C:24]1[CH:29]=[CH:28][CH:27]=[CH:26][C:25]=1[O:30][CH3:31])=O)[C:17]([O:19][CH2:20][CH3:21])=[O:18].